This data is from Peptide-MHC class I binding affinity with 185,985 pairs from IEDB/IMGT. The task is: Regression. Given a peptide amino acid sequence and an MHC pseudo amino acid sequence, predict their binding affinity value. This is MHC class I binding data. (1) The peptide sequence is VIPIGTYGQM. The MHC is Mamu-A01 with pseudo-sequence Mamu-A01. The binding affinity (normalized) is 0.143. (2) The peptide sequence is RPMRDIRSPI. The MHC is HLA-B35:01 with pseudo-sequence HLA-B35:01. The binding affinity (normalized) is 0.163.